Dataset: Merck oncology drug combination screen with 23,052 pairs across 39 cell lines. Task: Regression. Given two drug SMILES strings and cell line genomic features, predict the synergy score measuring deviation from expected non-interaction effect. (1) Drug 1: O=S1(=O)NC2(CN1CC(F)(F)F)C1CCC2Cc2cc(C=CCN3CCC(C(F)(F)F)CC3)ccc2C1. Drug 2: CN(Cc1cnc2nc(N)nc(N)c2n1)c1ccc(C(=O)NC(CCC(=O)O)C(=O)O)cc1. Cell line: LOVO. Synergy scores: synergy=-1.58. (2) Drug 1: C#Cc1cccc(Nc2ncnc3cc(OCCOC)c(OCCOC)cc23)c1. Drug 2: COC1=C2CC(C)CC(OC)C(O)C(C)C=C(C)C(OC(N)=O)C(OC)C=CC=C(C)C(=O)NC(=CC1=O)C2=O. Cell line: ES2. Synergy scores: synergy=-3.06.